This data is from Forward reaction prediction with 1.9M reactions from USPTO patents (1976-2016). The task is: Predict the product of the given reaction. (1) Given the reactants Cl[C:2]1[CH:3]=[CH:4][C:5]([N+:12]([O-:14])=[O:13])=[C:6]([CH:11]=1)[C:7]([O:9][CH3:10])=[O:8].[N+:15]([C:18]1[CH:23]=[CH:22][C:21]([SH:24])=[CH:20][CH:19]=1)([O-:17])=[O:16].C([O-])([O-])=O.[K+].[K+], predict the reaction product. The product is: [N+:12]([C:5]1[CH:4]=[CH:3][C:2]([S:24][C:21]2[CH:22]=[CH:23][C:18]([N+:15]([O-:17])=[O:16])=[CH:19][CH:20]=2)=[CH:11][C:6]=1[C:7]([O:9][CH3:10])=[O:8])([O-:14])=[O:13]. (2) Given the reactants [F:1][C:2]1[CH:7]=[CH:6][C:5]([C:8]2[CH:13]=[C:12]([CH:14]([CH3:16])[CH3:15])[N:11]=[C:10]([NH:17][CH3:18])[N:9]=2)=[CH:4][CH:3]=1.CCN(CC)CC.[CH3:26][S:27](Cl)(=[O:29])=[O:28], predict the reaction product. The product is: [F:1][C:2]1[CH:3]=[CH:4][C:5]([C:8]2[CH:13]=[C:12]([CH:14]([CH3:16])[CH3:15])[N:11]=[C:10]([N:17]([CH3:18])[S:27]([CH3:26])(=[O:29])=[O:28])[N:9]=2)=[CH:6][CH:7]=1.